Dataset: Full USPTO retrosynthesis dataset with 1.9M reactions from patents (1976-2016). Task: Predict the reactants needed to synthesize the given product. (1) Given the product [Cl:23][C:24]1[CH:25]=[C:26]([CH2:31][S:32]([NH:35][C:36]2[C:41]([OH:42])=[CH:40][N:39]=[C:38]([C:44]([F:46])([F:47])[F:45])[N:37]=2)(=[O:33])=[O:34])[CH:27]=[CH:28][C:29]=1[Cl:30], predict the reactants needed to synthesize it. The reactants are: ClC1N=NC(NS(CC2C=C(C#N)C=CC=2Cl)(=O)=O)=C(O)C=1.[Cl:23][C:24]1[CH:25]=[C:26]([CH2:31][S:32]([NH:35][C:36]2[C:41]([O:42]C)=[CH:40][N:39]=[C:38]([C:44]([F:47])([F:46])[F:45])[N:37]=2)(=[O:34])=[O:33])[CH:27]=[CH:28][C:29]=1[Cl:30].ClC1N=NC(NS(CC2C=C(C#N)C=CC=2Cl)(=O)=O)=C(OC)C=1. (2) Given the product [Br:29][CH:1]([C:4]1[CH:9]=[CH:8][CH:7]=[CH:6][N:5]=1)[CH2:2][CH3:3], predict the reactants needed to synthesize it. The reactants are: [CH2:1]([C:4]1[CH:9]=[CH:8][CH:7]=[CH:6][N:5]=1)[CH2:2][CH3:3].N(/C(C)(C)C#N)=N\C(C)(C)C#N.C1C(=O)N([Br:29])C(=O)C1. (3) Given the product [C@H:25]12[CH2:31][C@H:28]([NH:29][CH2:30]1)[CH2:27][N:26]2[C:2]1[CH:7]=[CH:6][C:5]([C:8]2[N:13]3[N:14]=[C:15]([C:17]4[CH:22]=[CH:21][N:20]=[CH:19][CH:18]=4)[CH:16]=[C:12]3[N:11]=[CH:10][CH:9]=2)=[CH:4][CH:3]=1, predict the reactants needed to synthesize it. The reactants are: Br[C:2]1[CH:7]=[CH:6][C:5]([C:8]2[N:13]3[N:14]=[C:15]([C:17]4[CH:22]=[CH:21][N:20]=[CH:19][CH:18]=4)[CH:16]=[C:12]3[N:11]=[CH:10][CH:9]=2)=[CH:4][CH:3]=1.Br.Br.[C@H:25]12[CH2:31][C@H:28]([NH:29][CH2:30]1)[CH2:27][NH:26]2. (4) The reactants are: [F:1][C:2]([F:6])([F:5])[CH2:3][OH:4].F[C:8]1[CH:13]=[C:12]([F:14])[CH:11]=[C:10](F)[C:9]=1[N+:16]([O-:18])=[O:17].[OH2:19]. Given the product [F:14][C:12]1[CH:13]=[C:8]([O:19][CH2:3][C:2]([F:6])([F:5])[F:1])[C:9]([N+:16]([O-:18])=[O:17])=[C:10]([O:4][CH2:3][C:2]([F:6])([F:5])[F:1])[CH:11]=1, predict the reactants needed to synthesize it.